This data is from Catalyst prediction with 721,799 reactions and 888 catalyst types from USPTO. The task is: Predict which catalyst facilitates the given reaction. (1) Reactant: C(NC1CCCCC1)(C)C.C([Li])CCC.[CH2:16]([O:18][C:19](=[O:31])[CH2:20][C:21]1[CH:26]=[CH:25][C:24]([O:27][CH3:28])=[C:23]([O:29][CH3:30])[CH:22]=1)[CH3:17].[Cl:32][C:33]1[N:38]=[C:37]([Cl:39])[C:36]([CH2:40]I)=[CH:35][N:34]=1. The catalyst class is: 54. Product: [CH2:16]([O:18][C:19](=[O:31])[CH:20]([C:21]1[CH:26]=[CH:25][C:24]([O:27][CH3:28])=[C:23]([O:29][CH3:30])[CH:22]=1)[CH2:40][C:36]1[C:37]([Cl:39])=[N:38][C:33]([Cl:32])=[N:34][CH:35]=1)[CH3:17]. (2) Reactant: [C:1]([O:5][C:6]([N:8](C(OC(C)(C)C)=O)[C:9]1[O:17][C:16]2[C:11](=[N:12][CH:13]=[C:14]([CH2:18][CH2:19][CH2:20][O:21][Si](C(C)(C)C)(C)C)[CH:15]=2)[C:10]=1[C:29]([O:31][CH2:32][CH3:33])=[O:30])=[O:7])([CH3:4])([CH3:3])[CH3:2].CCCC[N+](CCCC)(CCCC)CCCC.[F-]. Product: [C:1]([O:5][C:6]([NH:8][C:9]1[O:17][C:16]2[C:11](=[N:12][CH:13]=[C:14]([CH2:18][CH2:19][CH2:20][OH:21])[CH:15]=2)[C:10]=1[C:29]([O:31][CH2:32][CH3:33])=[O:30])=[O:7])([CH3:4])([CH3:3])[CH3:2]. The catalyst class is: 387. (3) Reactant: [N:1]1[CH:6]=[CH:5][C:4](B(O)O)=[CH:3][CH:2]=1.[Br:10][C:11]1[CH:16]=[CH:15][C:14](I)=[CH:13][CH:12]=1.C([O-])([O-])=O.[Na+].[Na+]. Product: [Br:10][C:11]1[CH:16]=[CH:15][C:14]([C:4]2[CH:5]=[CH:6][N:1]=[CH:2][CH:3]=2)=[CH:13][CH:12]=1. The catalyst class is: 3.